From a dataset of Forward reaction prediction with 1.9M reactions from USPTO patents (1976-2016). Predict the product of the given reaction. Given the reactants [CH:1]([NH:4][CH2:5][C:6]([NH:8][CH2:9][C:10]1[CH:15]=[C:14]([C:16]2[CH:21]=[CH:20][C:19]([C:22]([F:25])([F:24])[F:23])=[CH:18][CH:17]=2)[N:13]=[CH:12][N:11]=1)=[O:7])([CH3:3])[CH3:2].C(N(CC)C(C)C)(C)C.[Cl:35][C:36]1[N:41]=[CH:40][C:39]([S:42](Cl)(=[O:44])=[O:43])=[CH:38][CH:37]=1.C(OCC)(=O)C, predict the reaction product. The product is: [Cl:35][C:36]1[N:41]=[CH:40][C:39]([S:42]([N:4]([CH:1]([CH3:3])[CH3:2])[CH2:5][C:6]([NH:8][CH2:9][C:10]2[CH:15]=[C:14]([C:16]3[CH:17]=[CH:18][C:19]([C:22]([F:24])([F:25])[F:23])=[CH:20][CH:21]=3)[N:13]=[CH:12][N:11]=2)=[O:7])(=[O:44])=[O:43])=[CH:38][CH:37]=1.